This data is from NCI-60 drug combinations with 297,098 pairs across 59 cell lines. The task is: Regression. Given two drug SMILES strings and cell line genomic features, predict the synergy score measuring deviation from expected non-interaction effect. Drug 1: C1=CC=C(C=C1)NC(=O)CCCCCCC(=O)NO. Drug 2: CC12CCC3C(C1CCC2OP(=O)(O)O)CCC4=C3C=CC(=C4)OC(=O)N(CCCl)CCCl.[Na+]. Cell line: NCI/ADR-RES. Synergy scores: CSS=20.8, Synergy_ZIP=1.60, Synergy_Bliss=0.651, Synergy_Loewe=-31.5, Synergy_HSA=-1.78.